Dataset: Peptide-MHC class II binding affinity with 134,281 pairs from IEDB. Task: Regression. Given a peptide amino acid sequence and an MHC pseudo amino acid sequence, predict their binding affinity value. This is MHC class II binding data. (1) The peptide sequence is VLAGRSCSFKVGHHT. The MHC is DRB1_0101 with pseudo-sequence DRB1_0101. The binding affinity (normalized) is 0.460. (2) The peptide sequence is FETIVVTVDSLPEFK. The MHC is HLA-DQA10301-DQB10302 with pseudo-sequence HLA-DQA10301-DQB10302. The binding affinity (normalized) is 0.391. (3) The peptide sequence is IRPRKTHESHLVRSW. The MHC is DRB1_1101 with pseudo-sequence DRB1_1101. The binding affinity (normalized) is 0. (4) The peptide sequence is TIHLVSLKRNSNSIV. The MHC is DRB1_0101 with pseudo-sequence DRB1_0101. The binding affinity (normalized) is 0.851. (5) The peptide sequence is AFKVAATAANAAPAP. The MHC is DRB1_0701 with pseudo-sequence DRB1_0701. The binding affinity (normalized) is 0.647. (6) The peptide sequence is AFKVAATAANAAPAN. The MHC is HLA-DQA10102-DQB10502 with pseudo-sequence HLA-DQA10102-DQB10502. The binding affinity (normalized) is 0.0389. (7) The peptide sequence is NIVIALAGNKAD. The MHC is DRB1_0101 with pseudo-sequence DRB1_0101. The binding affinity (normalized) is 0.555. (8) The peptide sequence is GVKGFTLGRDGHEKP. The MHC is HLA-DQA10201-DQB10301 with pseudo-sequence HLA-DQA10201-DQB10301. The binding affinity (normalized) is 0. (9) The peptide sequence is DEINTIFSDYIPYVF. The MHC is DRB1_0101 with pseudo-sequence DRB1_0101. The binding affinity (normalized) is 0.417. (10) The peptide sequence is AAATAGTTVMGAFAA. The MHC is HLA-DQA10102-DQB10602 with pseudo-sequence HLA-DQA10102-DQB10602. The binding affinity (normalized) is 0.792.